Dataset: Full USPTO retrosynthesis dataset with 1.9M reactions from patents (1976-2016). Task: Predict the reactants needed to synthesize the given product. (1) Given the product [CH3:2][CH:23]1[CH2:24][CH:19]([CH:16]2[CH2:15][CH2:14][C:13]3([O:12][CH2:11][CH2:10][O:9]3)[CH2:18][CH2:17]2)[CH2:20][CH2:21][C:22]1=[O:25], predict the reactants needed to synthesize it. The reactants are: [Li+].[CH3:2]C([N-]C(C)C)C.[O:9]1[C:13]2([CH2:18][CH2:17][CH:16]([CH:19]3[CH2:24][CH2:23][C:22](=[O:25])[CH2:21][CH2:20]3)[CH2:15][CH2:14]2)[O:12][CH2:11][CH2:10]1.IC. (2) Given the product [NH2:1][C:2](=[O:36])[C@@H:3]([NH:20][C:21]([C@@H:23]1[CH2:28][CH2:27][CH2:26][CH2:25][N:24]1[C:29]([O:31][C:32]([CH3:34])([CH3:35])[CH3:33])=[O:30])=[O:22])[CH2:4][C:5]1[CH:6]=[CH:7][C:8]([C:38]2[CH:39]=[CH:40][C:41]3[O:45][C:44](=[O:46])[N:43]([CH3:47])[C:42]=3[CH:48]=2)=[CH:9][CH:10]=1, predict the reactants needed to synthesize it. The reactants are: [NH2:1][C:2](=[O:36])[C@@H:3]([NH:20][C:21]([C@@H:23]1[CH2:28][CH2:27][CH2:26][CH2:25][N:24]1[C:29]([O:31][C:32]([CH3:35])([CH3:34])[CH3:33])=[O:30])=[O:22])[CH2:4][C:5]1[CH:10]=[CH:9][C:8](B2OC(C)(C)C(C)(C)O2)=[CH:7][CH:6]=1.Br[C:38]1[CH:39]=[CH:40][C:41]2[O:45][C:44](=[O:46])[N:43]([CH3:47])[C:42]=2[CH:48]=1.C(=O)([O-])[O-].[K+].[K+]. (3) Given the product [NH2:8][C:9]1[CH2:10][C:11]([C:33]([N:46]([CH2:45][CH2:44][OH:43])[CH2:47][CH2:48][CH3:49])=[O:34])=[CH:12][C:13]2[CH:19]=[CH:18][C:17]([C:20]3[CH:21]=[CH:22][C:23]([C:26]([N:28]4[CH2:32][CH2:31][CH2:30][CH2:29]4)=[O:27])=[CH:24][CH:25]=3)=[CH:16][C:14]=2[N:15]=1, predict the reactants needed to synthesize it. The reactants are: C(OC([NH:8][C:9]1[CH2:10][C:11]([C:33](O)=[O:34])=[CH:12][C:13]2[CH:19]=[CH:18][C:17]([C:20]3[CH:25]=[CH:24][C:23]([C:26]([N:28]4[CH2:32][CH2:31][CH2:30][CH2:29]4)=[O:27])=[CH:22][CH:21]=3)=[CH:16][C:14]=2[N:15]=1)=O)(C)(C)C.[Si]([O:43][CH2:44][CH2:45][NH:46][CH2:47][CH2:48][CH3:49])(C(C)(C)C)(C)C.C(NCCO)CC. (4) Given the product [CH3:32][N:33]([CH3:34])[C:21]([C:20]1[N:11]([CH2:10][C:8]2[CH:7]=[CH:6][C:5]3[O:1][CH2:2][O:3][C:4]=3[CH:9]=2)[C:12](=[O:31])[C:13]2[C:18]([C:19]=1[C:24]1[CH:29]=[CH:28][CH:27]=[CH:26][CH:25]=1)=[CH:17][C:16]([Br:30])=[CH:15][CH:14]=2)=[O:22], predict the reactants needed to synthesize it. The reactants are: [O:1]1[C:5]2[CH:6]=[CH:7][C:8]([CH2:10][N:11]3[C:20]([C:21](O)=[O:22])=[C:19]([C:24]4[CH:29]=[CH:28][CH:27]=[CH:26][CH:25]=4)[C:18]4[C:13](=[CH:14][CH:15]=[C:16]([Br:30])[CH:17]=4)[C:12]3=[O:31])=[CH:9][C:4]=2[O:3][CH2:2]1.[CH3:32][NH:33][CH3:34].C1COCC1.